Dataset: Reaction yield outcomes from USPTO patents with 853,638 reactions. Task: Predict the reaction yield, written as a fraction of the theoretical maximum amount of product (1.0 means a 100% yield; for example, 0.34 means a 34% yield). (1) The reactants are [O:1]1[CH:5]=[CH:4][CH:3]=[C:2]1[C:6]1[O:7][C:8]([CH3:41])=[C:9]([CH2:11][O:12][C:13]2[CH:38]=[CH:37][C:16]([CH2:17][O:18][C:19]3[CH:23]=[C:22](/[CH:24]=[CH:25]/[C:26]([O:28]CC)=[O:27])[N:21]([C:31]4[CH:36]=[CH:35][CH:34]=[CH:33][CH:32]=4)[N:20]=3)=[CH:15][C:14]=2[O:39][CH3:40])[N:10]=1.O1CCCC1.[OH-].[Na+].Cl. The catalyst is O.C(O)C. The product is [O:1]1[CH:5]=[CH:4][CH:3]=[C:2]1[C:6]1[O:7][C:8]([CH3:41])=[C:9]([CH2:11][O:12][C:13]2[CH:38]=[CH:37][C:16]([CH2:17][O:18][C:19]3[CH:23]=[C:22](/[CH:24]=[CH:25]/[C:26]([OH:28])=[O:27])[N:21]([C:31]4[CH:36]=[CH:35][CH:34]=[CH:33][CH:32]=4)[N:20]=3)=[CH:15][C:14]=2[O:39][CH3:40])[N:10]=1. The yield is 0.940. (2) The product is [F:53][C:51]1[CH:50]=[C:20]([CH:19]=[C:18]([F:17])[CH:52]=1)[CH2:21][C@H:22]1[C@@H:26]([C@H:27]2[CH2:31][C@@H:30]([OH:32])[CH2:29][N:28]2[CH:36]([C:37]2[CH:38]=[CH:39][CH:40]=[CH:41][CH:42]=2)[C:43]2[CH:48]=[CH:47][CH:46]=[CH:45][CH:44]=2)[O:25][C:24](=[O:49])[NH:23]1. The catalyst is C(#N)C. The reactants are C(OC(N1C[C@H](O)C[C@@H]1C(O)=O)=O)(C)(C)C.[F:17][C:18]1[CH:19]=[C:20]([CH:50]=[C:51]([F:53])[CH:52]=1)[CH2:21][C@H:22]1[C@@H:26]([C@H:27]2[CH2:31][C@@H:30]([O:32]CC=C)[CH2:29][N:28]2[CH:36]([C:43]2[CH:48]=[CH:47][CH:46]=[CH:45][CH:44]=2)[C:37]2[CH:42]=[CH:41][CH:40]=[CH:39][CH:38]=2)[O:25][C:24](=[O:49])[NH:23]1.FC1C=C(C=C(F)C=1)C[C@H]1[C@@H]([C@H]2C[C@@H](OCC=C)CN2)OC(=O)N1.[Br-].C(=O)([O-])[O-].[K+].[K+]. The yield is 0.870. (3) The reactants are O=P12OP3(OP(OP(O3)(O1)=O)(=O)O2)=O.CS(O)(=O)=O.[Cl:20][C:21]1[CH:26]=[C:25]([CH3:27])[CH:24]=[CH:23][C:22]=1[C:28]1[C:29]([C:34]([OH:36])=O)=[CH:30][CH:31]=[CH:32][CH:33]=1. The catalyst is O. The product is [Cl:20][C:21]1[C:22]2[C:28]3[C:29](=[CH:30][CH:31]=[CH:32][CH:33]=3)[C:34](=[O:36])[C:23]=2[CH:24]=[C:25]([CH3:27])[CH:26]=1. The yield is 0.990. (4) The reactants are [O:1]1[CH:5]=[CH:4][CH:3]=[C:2]1[C:6]1[N:11]=[C:10]([NH2:12])[N:9]=[C:8]2[NH:13][N:14]=[CH:15][C:7]=12.[H-].[Na+].[N+:18]([C:21]1[CH:22]=[C:23]([CH:26]=[CH:27][CH:28]=1)[CH2:24]Br)([O-:20])=[O:19].O. The catalyst is CN(C=O)C. The product is [O:1]1[CH:5]=[CH:4][CH:3]=[C:2]1[C:6]1[N:11]=[C:10]([NH2:12])[N:9]=[C:8]2[N:13]([CH2:24][C:23]3[CH:26]=[CH:27][CH:28]=[C:21]([N+:18]([O-:20])=[O:19])[CH:22]=3)[N:14]=[CH:15][C:7]=12. The yield is 0.470. (5) The reactants are [C:1]1([CH2:7][C@H:8](O)[C:9]([OH:11])=O)[CH:6]=[CH:5][CH:4]=[CH:3][CH:2]=1.[CH3:27][C:24]([O:23][C:21](O[C:21]([O:23][C:24]([CH3:27])(C)C)=O)=O)(C)C.[NH4+:28].[OH-:29].[CH2:30](Cl)Cl. No catalyst specified. The product is [OH:29][C@@H:8]([CH2:7][C:1]1[CH:2]=[CH:3][CH:4]=[CH:5][CH:6]=1)[C:9]([N:28]1[CH2:30][CH2:21][O:23][CH2:24][CH2:27]1)=[O:11]. The yield is 1.00. (6) The reactants are Br[C:2]1[CH:3]=[C:4]([OH:14])[CH:5]=[C:6]([C:8]2[CH:13]=[CH:12][CH:11]=[CH:10][CH:9]=2)[CH:7]=1.CCCCCCC.[CH3:22][N:23](C=O)C. The catalyst is C1C=CC([P]([Pd]([P](C2C=CC=CC=2)(C2C=CC=CC=2)C2C=CC=CC=2)([P](C2C=CC=CC=2)(C2C=CC=CC=2)C2C=CC=CC=2)[P](C2C=CC=CC=2)(C2C=CC=CC=2)C2C=CC=CC=2)(C2C=CC=CC=2)C2C=CC=CC=2)=CC=1.[C-]#N.[Zn+2].[C-]#N. The product is [OH:14][C:4]1[CH:3]=[C:2]([C:22]#[N:23])[CH:7]=[C:6]([C:8]2[CH:13]=[CH:12][CH:11]=[CH:10][CH:9]=2)[CH:5]=1. The yield is 0.380. (7) The reactants are [Cl:1][C:2]1[N:7]=[C:6]([NH:8]C(=O)C(C)(C)C)[CH:5]=[CH:4][C:3]=1[CH3:15].C([O-])(O)=O.[Na+]. The catalyst is Cl. The product is [Cl:1][C:2]1[N:7]=[C:6]([NH2:8])[CH:5]=[CH:4][C:3]=1[CH3:15]. The yield is 0.360. (8) The reactants are [Cl:1][C:2]1[CH:7]=[CH:6][CH:5]=[CH:4][C:3]=1[N:8]1[CH2:13][CH2:12][N:11]([C:14]([C:16]2[CH:17]=[N:18][C:19]3[N:20]([N:30]=[CH:31][C:32]=3[C:33]([OH:35])=O)[C:21]=2[NH:22][C:23]2[CH:28]=[CH:27][CH:26]=[CH:25][C:24]=2[CH3:29])=[O:15])[CH2:10][CH2:9]1.[CH2:36]([S:38]([NH2:41])(=[O:40])=[O:39])[CH3:37]. No catalyst specified. The product is [Cl:1][C:2]1[CH:7]=[CH:6][CH:5]=[CH:4][C:3]=1[N:8]1[CH2:9][CH2:10][N:11]([C:14]([C:16]2[CH:17]=[N:18][C:19]3[N:20]([N:30]=[CH:31][C:32]=3[C:33]([NH:41][S:38]([CH2:36][CH3:37])(=[O:40])=[O:39])=[O:35])[C:21]=2[NH:22][C:23]2[CH:28]=[CH:27][CH:26]=[CH:25][C:24]=2[CH3:29])=[O:15])[CH2:12][CH2:13]1. The yield is 0.190. (9) The reactants are [NH2:1][C:2]1[CH:7]=[CH:6][C:5]([NH2:8])=[CH:4][C:3]=1[S:9]([NH2:12])(=[O:11])=[O:10].N1C=CC=CC=1.[CH3:19][S:20](Cl)(=[O:22])=[O:21]. The catalyst is C(#N)C. The product is [NH2:1][C:2]1[CH:7]=[CH:6][C:5]([NH:8][S:20]([CH3:19])(=[O:22])=[O:21])=[CH:4][C:3]=1[S:9]([NH2:12])(=[O:10])=[O:11]. The yield is 0.702.